From a dataset of Reaction yield outcomes from USPTO patents with 853,638 reactions. Predict the reaction yield, written as a fraction of the theoretical maximum amount of product (1.0 means a 100% yield; for example, 0.34 means a 34% yield). (1) The reactants are [Cl:1][C:2]1[CH:7]=[C:6]([CH2:8][CH3:9])[N:5]=[C:4]([NH2:10])[CH:3]=1.[O:11](C(OC(C)(C)C)=O)[C:12]([O:14][C:15]([CH3:18])([CH3:17])[CH3:16])=O. The catalyst is CN(C1C=CN=CC=1)C.C(Cl)Cl. The product is [Cl:1][C:2]1[CH:7]=[C:6]([CH2:8][CH3:9])[N:5]=[C:4]([N:10]([C:12]([O:14][C:15]([CH3:18])([CH3:17])[CH3:16])=[O:11])[C:12]([O:14][C:15]([CH3:18])([CH3:17])[CH3:16])=[O:11])[CH:3]=1. The yield is 0.270. (2) No catalyst specified. The yield is 0.690. The reactants are [NH:1]1[C:5]2[CH:6]=[CH:7][C:8]([C:10]([OH:12])=O)=[CH:9][C:4]=2[N:3]=[CH:2]1.[O:13]1[CH2:18][CH:17]=[C:16]([C:19]2[CH:20]=[CH:21][C:22]3[CH2:23][C@H:24]4[C@@H:29]([C:30]=3[CH:31]=2)[CH2:28][CH2:27][CH2:26][NH:25]4)[CH2:15][CH2:14]1. The product is [N:1]1[C:5]2[CH:6]=[CH:7][C:8]([C:10]([N:25]3[CH2:26][CH2:27][CH2:28][C@@H:29]4[C:30]5[CH:31]=[C:19]([C:16]6[CH2:17][CH2:18][O:13][CH2:14][CH:15]=6)[CH:20]=[CH:21][C:22]=5[CH2:23][C@H:24]34)=[O:12])=[CH:9][C:4]=2[NH:3][CH:2]=1. (3) The reactants are [F:1][C:2]1[CH:8]=[C:7]([O:9][C:10]2[CH:15]=[CH:14][N:13]=[C:12]([N:16](OC)[CH3:17])[CH:11]=2)[CH:6]=[CH:5][C:3]=1[NH2:4]. The catalyst is CO.[Pd]. The product is [NH2:4][C:3]1[CH:5]=[CH:6][C:7]([O:9][C:10]2[CH:15]=[CH:14][N:13]=[C:12]([NH:16][CH3:17])[CH:11]=2)=[CH:8][C:2]=1[F:1]. The yield is 0.680. (4) The reactants are [Cl:1][C:2]1[CH:7]=[CH:6][CH:5]=[CH:4][C:3]=1[CH2:8][CH2:9][N:10]1[C:15](=[O:16])[C:14]([C:17](OC)=[O:18])=[CH:13][C:12]([C:21]2[CH:26]=[CH:25][C:24]([F:27])=[C:23]([CH3:28])[CH:22]=2)=[N:11]1.O.O.O.O.O.O.[Cl-].[Ce+3].[Cl-].[Cl-].[BH4-].[Na+].[Cl-].[NH4+]. The catalyst is C1COCC1.CO. The product is [Cl:1][C:2]1[CH:7]=[CH:6][CH:5]=[CH:4][C:3]=1[CH2:8][CH2:9][N:10]1[C:15](=[O:16])[C:14]([CH2:17][OH:18])=[CH:13][C:12]([C:21]2[CH:26]=[CH:25][C:24]([F:27])=[C:23]([CH3:28])[CH:22]=2)=[N:11]1. The yield is 0.110.